This data is from Forward reaction prediction with 1.9M reactions from USPTO patents (1976-2016). The task is: Predict the product of the given reaction. (1) Given the reactants [O:1]=[C:2]1[CH2:7][CH2:6][N:5]([C:8]([O:10][CH2:11][CH3:12])=[O:9])[CH2:4][CH2:3]1.[CH3:13][Mg+].[Br-], predict the reaction product. The product is: [OH:1][C:2]1([CH3:13])[CH2:3][CH2:4][N:5]([C:8]([O:10][CH2:11][CH3:12])=[O:9])[CH2:6][CH2:7]1. (2) Given the reactants [Br:1][C:2]1[CH:10]=[C:6]([C:7]([OH:9])=O)[C:5]([OH:11])=[CH:4][CH:3]=1.[NH2:12][C:13]1[S:14][CH:15]=[CH:16][N:17]=1, predict the reaction product. The product is: [Br:1][C:2]1[CH:3]=[CH:4][C:5]([OH:11])=[C:6]([CH:10]=1)[C:7]([NH:12][C:13]1[S:14][CH:15]=[CH:16][N:17]=1)=[O:9]. (3) Given the reactants [Cl:1][C:2]1[N:3]=[CH:4][CH:5]=[C:6]2[C:11]=1[N:10]=[CH:9][C:8]([O:12][CH2:13][CH:14]1CC1)=[CH:7]2.[Cl:17][C:18]1[S:22]C(CO)=[N:20][CH:19]=1.ClC1N=CC=C2C=1N=CC(O)=C2, predict the reaction product. The product is: [Cl:17][C:18]1[S:22][C:14]([CH2:13][O:12][C:8]2[CH:9]=[N:10][C:11]3[C:6]([CH:7]=2)=[CH:5][CH:4]=[N:3][C:2]=3[Cl:1])=[N:20][CH:19]=1. (4) The product is: [CH3:1][C:2]1([CH2:15][CH2:16][CH2:17][CH2:18][CH2:19][CH2:20][CH2:21][CH2:22][CH2:23][CH2:24][CH2:25][CH2:26][CH3:27])[N:3]([CH2:34][CH2:35][CH2:36][CH2:37][CH2:38][CH2:39][CH2:40][CH3:41])[C:4]2[C:14]3[C:8]([CH:7]=[CH:6][CH:5]=2)=[CH:9][CH:10]=[CH:11][C:12]=3[N:13]1[CH2:6][CH2:5][CH2:4][CH2:14][CH2:12][CH2:11][CH2:10][CH3:9]. Given the reactants [CH3:1][C:2]1([CH2:15][CH2:16][CH2:17][CH2:18][CH2:19][CH2:20][CH2:21][CH2:22][CH2:23][CH2:24][CH2:25][CH2:26][CH3:27])[NH:13][C:12]2[C:14]3[C:8]([CH:9]=[CH:10][CH:11]=2)=[CH:7][CH:6]=[CH:5][C:4]=3[NH:3]1.C(=O)(O)[O-].[Na+].Br[CH2:34][CH2:35][CH2:36][CH2:37][CH2:38][CH2:39][CH2:40][CH3:41], predict the reaction product. (5) Given the reactants [CH3:1][C:2]1[N:3](S(C2C=CC=CC=2)(=O)=O)[C:4]2[C:9]([CH:10]=1)=[C:8]([C:11]([F:14])([F:13])[F:12])[CH:7]=[CH:6][CH:5]=2.C([O-])([O-])=O.[K+].[K+], predict the reaction product. The product is: [CH3:1][C:2]1[NH:3][C:4]2[C:9]([CH:10]=1)=[C:8]([C:11]([F:13])([F:12])[F:14])[CH:7]=[CH:6][CH:5]=2. (6) Given the reactants [Br:1][C:2]1[CH:7]=[CH:6][C:5]([F:8])=[CH:4][C:3]=1[OH:9].Cl[C:11]([F:16])([F:15])C([O-])=O.[Na+].C(=O)([O-])[O-].[Cs+].[Cs+].CN(C=O)C, predict the reaction product. The product is: [Br:1][C:2]1[CH:7]=[CH:6][C:5]([F:8])=[CH:4][C:3]=1[O:9][CH:11]([F:16])[F:15]. (7) Given the reactants [CH2:1]([N:8]1[CH2:13][CH2:12][CH2:11][CH2:10][C@@H:9]1[CH2:14][OH:15])[C:2]1[CH:7]=[CH:6][CH:5]=[CH:4][CH:3]=1.[H-].[Na+].[CH2:18]([O:20][C:21]1[CH:30]=[C:29]2[C:24]([C:25](=[O:31])[NH:26][CH:27]=[N:28]2)=[C:23](F)[CH:22]=1)[CH3:19].[Cl-].[NH4+], predict the reaction product. The product is: [CH2:1]([N:8]1[CH2:13][CH2:12][CH2:11][CH2:10][C@@H:9]1[CH2:14][O:15][C:23]1[CH:22]=[C:21]([O:20][CH2:18][CH3:19])[CH:30]=[C:29]2[C:24]=1[C:25](=[O:31])[NH:26][CH:27]=[N:28]2)[C:2]1[CH:7]=[CH:6][CH:5]=[CH:4][CH:3]=1. (8) Given the reactants [Cl:1][C:2]1[CH:3]=[C:4]2[C:8](=[CH:9][CH:10]=1)[NH:7][C:6]([C:11]([NH:13][C:14]1[CH:15]=[CH:16][C:17]3[O:23][CH2:22][CH2:21][CH2:20][N:19]([CH2:24][C:25]([OH:27])=O)[C:18]=3[CH:28]=1)=[O:12])=[CH:5]2.[NH:29]1[CH2:33][CH2:32][CH2:31][CH2:30]1.F[P-](F)(F)(F)(F)F.N1(O[P+](N(C)C)(N(C)C)N(C)C)C2C=CC=CC=2N=N1.C(N(CC)CC)C, predict the reaction product. The product is: [O:27]=[C:25]([N:29]1[CH2:33][CH2:32][CH2:31][CH2:30]1)[CH2:24][N:19]1[C:18]2[CH:28]=[C:14]([NH:13][C:11]([C:6]3[NH:7][C:8]4[C:4]([CH:5]=3)=[CH:3][C:2]([Cl:1])=[CH:10][CH:9]=4)=[O:12])[CH:15]=[CH:16][C:17]=2[O:23][CH2:22][CH2:21][CH2:20]1.